The task is: Predict the product of the given reaction.. This data is from Forward reaction prediction with 1.9M reactions from USPTO patents (1976-2016). (1) The product is: [Cl:1][C:2]1[CH:3]=[CH:4][C:5]2[N:11]3[C:37]([CH:38]([CH3:40])[CH3:39])=[N:13][N:12]=[C:10]3[CH:9]([CH2:14][C:15]3[S:16][C:17]([CH2:20][CH2:21][C:22]([O:24][CH3:25])=[O:23])=[CH:18][N:19]=3)[CH2:8][CH:7]([C:26]3[CH:31]=[CH:30][CH:29]=[C:28]([O:32][CH3:33])[C:27]=3[O:34][CH3:35])[C:6]=2[CH:36]=1. Given the reactants [Cl:1][C:2]1[CH:3]=[CH:4][C:5]2[NH:11]/[C:10](=[N:12]\[NH2:13])/[CH:9]([CH2:14][C:15]3[S:16][C:17]([CH2:20][CH2:21][C:22]([O:24][CH3:25])=[O:23])=[CH:18][N:19]=3)[CH2:8][CH:7]([C:26]3[CH:31]=[CH:30][CH:29]=[C:28]([O:32][CH3:33])[C:27]=3[O:34][CH3:35])[C:6]=2[CH:36]=1.[C:37](O[C:37](=O)[CH:38]([CH3:40])[CH3:39])(=O)[CH:38]([CH3:40])[CH3:39].C(O)(=O)C(C)C.C1(C)C=CC=CC=1, predict the reaction product. (2) Given the reactants Br[C:2]1[CH:3]=[C:4]([CH:28]=[CH:29][CH:30]=1)[CH2:5][N:6]1[C:10]([CH3:11])=[CH:9][C:8]([C:12]2[O:16][N:15]=[C:14]([C:17]3[CH:22]=[CH:21][C:20]([S:23][C:24]([F:27])([F:26])[F:25])=[CH:19][CH:18]=3)[N:13]=2)=[N:7]1.[Si]([O:48][CH:49]1[CH2:54][CH2:53][NH:52][CH2:51][CH2:50]1)(C(C)(C)C)(C1C=CC=CC=1)C1C=CC=CC=1.C1(P(C2CCCCC2)C2C=CC=CC=2C2C(C(C)C)=CC(C(C)C)=CC=2C(C)C)CCCCC1.CC(C)([O-])C.[Na+], predict the reaction product. The product is: [CH3:11][C:10]1[N:6]([CH2:5][C:4]2[CH:3]=[C:2]([N:52]3[CH2:53][CH2:54][CH:49]([OH:48])[CH2:50][CH2:51]3)[CH:30]=[CH:29][CH:28]=2)[N:7]=[C:8]([C:12]2[O:16][N:15]=[C:14]([C:17]3[CH:22]=[CH:21][C:20]([S:23][C:24]([F:27])([F:26])[F:25])=[CH:19][CH:18]=3)[N:13]=2)[CH:9]=1. (3) Given the reactants [Br:1][CH2:2][C:3]1[S:7][C:6]2[CH:8]=[CH:9][C:10]([Cl:12])=[CH:11][C:5]=2[CH:4]=1.[C:13]1([P:19]([C:26]2[CH:31]=[CH:30][CH:29]=[CH:28][CH:27]=2)[C:20]2[CH:25]=[CH:24][CH:23]=[CH:22][CH:21]=2)[CH:18]=[CH:17][CH:16]=[CH:15][CH:14]=1, predict the reaction product. The product is: [Br-:1].[Cl:12][C:10]1[CH:9]=[CH:8][C:6]2[S:7][C:3]([CH2:2][P+:19]([C:20]3[CH:21]=[CH:22][CH:23]=[CH:24][CH:25]=3)([C:26]3[CH:31]=[CH:30][CH:29]=[CH:28][CH:27]=3)[C:13]3[CH:14]=[CH:15][CH:16]=[CH:17][CH:18]=3)=[CH:4][C:5]=2[CH:11]=1. (4) The product is: [CH3:6][O:30][C:29]([C:23]1([C:17]2[CH:18]=[CH:19][CH:20]=[CH:21][CH:22]=2)[CH2:24][CH2:25][NH:26][CH2:27][CH2:28]1)=[O:31]. Given the reactants OS(O)(=O)=O.[CH3:6]C1C=CC(S(O)(=O)=O)=CC=1.[C:17]1([C:23]2([C:29]([OH:31])=[O:30])[CH2:28][CH2:27][NH:26][CH2:25][CH2:24]2)[CH:22]=[CH:21][CH:20]=[CH:19][CH:18]=1, predict the reaction product. (5) Given the reactants [CH:1]12[NH:10][CH:5]([CH2:6][C:7](=[O:9])[CH2:8]1)[CH2:4][S:3][CH2:2]2.CCN(CC)CC.[CH3:18][C:19]([O:22][C:23](O[C:23]([O:22][C:19]([CH3:21])([CH3:20])[CH3:18])=[O:24])=[O:24])([CH3:21])[CH3:20], predict the reaction product. The product is: [O:9]=[C:7]1[CH2:6][CH:5]2[N:10]([C:23]([O:22][C:19]([CH3:21])([CH3:20])[CH3:18])=[O:24])[CH:1]([CH2:2][S:3][CH2:4]2)[CH2:8]1. (6) The product is: [ClH:1].[Cl:1][C:2]1[CH:3]=[N:4][N:5]([C:7]2([C:10]3[NH:31][C:13]4=[N:14][C:15]([N:18]5[CH2:23][CH2:22][CH2:21][C@@H:20]([C:24]([N:26]6[CH2:27][CH2:28][CH2:29][CH2:30]6)=[O:25])[CH2:19]5)=[CH:16][CH:17]=[C:12]4[N:11]=3)[CH2:9][CH2:8]2)[CH:6]=1. Given the reactants [Cl:1][C:2]1[CH:3]=[N:4][N:5]([C:7]2([C:10]3[NH:31][C:13]4=[N:14][C:15]([N:18]5[CH2:23][CH2:22][CH2:21][C@@H:20]([C:24]([N:26]6[CH2:30][CH2:29][CH2:28][CH2:27]6)=[O:25])[CH2:19]5)=[CH:16][CH:17]=[C:12]4[N:11]=3)[CH2:9][CH2:8]2)[CH:6]=1, predict the reaction product. (7) Given the reactants C[O:2][C:3]([C:5]1[N:6]=[CH:7][N:8]([C:16]2[CH:21]=[CH:20][CH:19]=[C:18]([O:22][CH3:23])[C:17]=2[O:24][CH3:25])[C:9]=1[C:10]1[CH:15]=[CH:14][CH:13]=[CH:12][CH:11]=1)=[O:4].[OH-].[Na+].O.Cl, predict the reaction product. The product is: [CH3:25][O:24][C:17]1[C:18]([O:22][CH3:23])=[CH:19][CH:20]=[CH:21][C:16]=1[N:8]1[C:9]([C:10]2[CH:11]=[CH:12][CH:13]=[CH:14][CH:15]=2)=[C:5]([C:3]([OH:4])=[O:2])[N:6]=[CH:7]1.